From a dataset of Full USPTO retrosynthesis dataset with 1.9M reactions from patents (1976-2016). Predict the reactants needed to synthesize the given product. Given the product [CH2:11]([N:18]1[CH2:23][CH2:22][C:21](=[O:24])[CH:20]([C:25]([C:38]2[CH:39]=[CH:40][CH:41]=[CH:42][CH:43]=2)([C:32]2[CH:33]=[CH:34][CH:35]=[CH:36][CH:37]=2)[O:26][SiH2:27][C:28]([CH3:31])([CH3:30])[CH3:29])[CH2:19]1)[C:12]1[CH:13]=[CH:14][CH:15]=[CH:16][CH:17]=1, predict the reactants needed to synthesize it. The reactants are: C(Cl)(=O)C(Cl)=O.CS(C)=O.[CH2:11]([N:18]1[CH2:23][CH2:22][CH:21]([OH:24])[CH:20]([C:25]([C:38]2[CH:43]=[CH:42][CH:41]=[CH:40][CH:39]=2)([C:32]2[CH:37]=[CH:36][CH:35]=[CH:34][CH:33]=2)[O:26][SiH2:27][C:28]([CH3:31])([CH3:30])[CH3:29])[CH2:19]1)[C:12]1[CH:17]=[CH:16][CH:15]=[CH:14][CH:13]=1.C(N(CC)CC)C.